Dataset: Reaction yield outcomes from USPTO patents with 853,638 reactions. Task: Predict the reaction yield, written as a fraction of the theoretical maximum amount of product (1.0 means a 100% yield; for example, 0.34 means a 34% yield). (1) The reactants are [NH:1]1[C:9]2[C:4](=[CH:5][CH:6]=[CH:7][CH:8]=2)[CH:3]=[C:2]1[C:10]1[C:11]([O:20][CH3:21])=[CH:12][C:13]([O:18][CH3:19])=[C:14]([CH2:16][OH:17])[CH:15]=1. The catalyst is C1COCC1.C(Cl)Cl.O=[Mn]=O. The product is [NH:1]1[C:9]2[C:4](=[CH:5][CH:6]=[CH:7][CH:8]=2)[CH:3]=[C:2]1[C:10]1[C:11]([O:20][CH3:21])=[CH:12][C:13]([O:18][CH3:19])=[C:14]([CH:15]=1)[CH:16]=[O:17]. The yield is 0.880. (2) The reactants are [NH2:1][C:2]1[N:3]=[C:4]([CH3:20])[C:5]2[CH:11]=[CH:10][C:9](=[O:12])[N:8]([C@H:13]3[CH2:18][CH2:17][C@H:16]([OH:19])[CH2:15][CH2:14]3)[C:6]=2[N:7]=1.[Br:21]N1C(=O)CCC1=O. The catalyst is CN(C)C=O. The product is [NH2:1][C:2]1[N:3]=[C:4]([CH3:20])[C:5]2[CH:11]=[C:10]([Br:21])[C:9](=[O:12])[N:8]([C@H:13]3[CH2:14][CH2:15][C@H:16]([OH:19])[CH2:17][CH2:18]3)[C:6]=2[N:7]=1. The yield is 0.810. (3) The reactants are [O:1]1[CH2:6][CH2:5][CH:4]([CH2:7][CH2:8][N:9]2[CH2:14][CH2:13][C:12](=O)[CH2:11][CH2:10]2)[O:3][CH2:2]1.[F:16][C:17]1[CH:24]=[CH:23][C:20]([CH2:21][NH2:22])=[CH:19][CH:18]=1.C(O)(=O)C.C([BH3-])#N.[Na+]. The catalyst is CO. The product is [O:1]1[CH2:6][CH2:5][CH:4]([CH2:7][CH2:8][N:9]2[CH2:14][CH2:13][CH:12]([NH:22][CH2:21][C:20]3[CH:23]=[CH:24][C:17]([F:16])=[CH:18][CH:19]=3)[CH2:11][CH2:10]2)[O:3][CH2:2]1. The yield is 0.580. (4) The reactants are Cl[C:2]1[N:7]=[CH:6][N:5]=[C:4]([N:8]2[CH2:13][CH2:12][N:11]([C:14]([O:16][C:17]([CH3:20])([CH3:19])[CH3:18])=[O:15])[CH2:10][CH2:9]2)[CH:3]=1.[F:21][C:22]1[CH:23]=[C:24](B(O)O)[CH:25]=[CH:26][CH:27]=1.C(=O)([O-])[O-].[Na+].[Na+].C1(C)C=CC=CC=1. The catalyst is O. The product is [F:21][C:22]1[CH:27]=[C:26]([C:2]2[N:7]=[CH:6][N:5]=[C:4]([N:8]3[CH2:13][CH2:12][N:11]([C:14]([O:16][C:17]([CH3:20])([CH3:19])[CH3:18])=[O:15])[CH2:10][CH2:9]3)[CH:3]=2)[CH:25]=[CH:24][CH:23]=1. The yield is 0.330. (5) The reactants are C([O:3][C:4](=O)[CH2:5][N:6]([CH:20]([CH3:22])[CH3:21])[C:7]1[C:16]([N+:17]([O-])=O)=[CH:15][C:10]([C:11]([O:13][CH3:14])=[O:12])=[CH:9][N:8]=1)C.P(OC1C=CC=CC=1)(OC1C=CC=CC=1)OC1C=CC=CC=1.[H][H]. The catalyst is ClCCl.[NH4+].[O-][V](=O)=O.[Pt]. The product is [CH:20]([N:6]1[CH2:5][C:4](=[O:3])[NH:17][C:16]2[CH:15]=[C:10]([C:11]([O:13][CH3:14])=[O:12])[CH:9]=[N:8][C:7]1=2)([CH3:22])[CH3:21]. The yield is 0.930. (6) The reactants are [CH:1]([OH:4])([CH3:3])[CH3:2].[H-].[Na+].[CH2:7]([N:14]1[CH2:20][C:19]2[N:21]=[CH:22][C:23](Cl)=[N:24][C:18]=2[O:17][CH2:16][CH2:15]1)[C:8]1[CH:13]=[CH:12][CH:11]=[CH:10][CH:9]=1.C1C=CC(P(C2C(C3C(P(C4C=CC=CC=4)C4C=CC=CC=4)=CC=C4C=3C=CC=C4)=C3C(C=CC=C3)=CC=2)C2C=CC=CC=2)=CC=1. The catalyst is C1(C)C=CC=CC=1.C1C=CC(/C=C/C(/C=C/C2C=CC=CC=2)=O)=CC=1.C1C=CC(/C=C/C(/C=C/C2C=CC=CC=2)=O)=CC=1.C1C=CC(/C=C/C(/C=C/C2C=CC=CC=2)=O)=CC=1.[Pd].[Pd].O. The product is [CH2:7]([N:14]1[CH2:20][C:19]2[N:21]=[CH:22][C:23]([O:4][CH:1]([CH3:3])[CH3:2])=[N:24][C:18]=2[O:17][CH2:16][CH2:15]1)[C:8]1[CH:9]=[CH:10][CH:11]=[CH:12][CH:13]=1. The yield is 0.420. (7) The reactants are [Cl:1][C:2]1[CH:28]=[CH:27][C:5]([O:6][C:7]2[CH:12]=[CH:11][C:10]([N:13]3[C@@H:17]([C:18]4[CH:23]=[CH:22][CH:21]=[CH:20][CH:19]=4)[C@H:16]([CH2:24][OH:25])[O:15][C:14]3=[O:26])=[CH:9][CH:8]=2)=[CH:4][CH:3]=1.[CH:29]([N:32]=[C:33]=[O:34])([CH3:31])[CH3:30].O.C(OCC)(=O)C. The catalyst is CN(C=O)C. The product is [CH:29]([NH:32][C:33](=[O:34])[O:25][CH2:24][C@@H:16]1[O:15][C:14](=[O:26])[N:13]([C:10]2[CH:9]=[CH:8][C:7]([O:6][C:5]3[CH:4]=[CH:3][C:2]([Cl:1])=[CH:28][CH:27]=3)=[CH:12][CH:11]=2)[C@H:17]1[C:18]1[CH:23]=[CH:22][CH:21]=[CH:20][CH:19]=1)([CH3:31])[CH3:30]. The yield is 0.330. (8) The reactants are [OH-].[K+].[NH2:3][CH2:4][C:5]1[CH:12]=[CH:11][C:8]([C:9]#[N:10])=[CH:7][CH:6]=1.S(=O)(=O)(O)[OH:14]. The catalyst is C(O)(C)(C)C. The product is [NH2:10][CH2:9][C:8]1[CH:11]=[CH:12][C:5]([C:4]([NH2:3])=[O:14])=[CH:6][CH:7]=1. The yield is 0.820. (9) The product is [CH3:14][O:6][C:5](=[O:7])[C:4]1[CH:8]=[CH:9][C:10]([N+:11]([O-:13])=[O:12])=[C:2]([F:1])[CH:3]=1. The yield is 0.970. The reactants are [F:1][C:2]1[CH:3]=[C:4]([CH:8]=[CH:9][C:10]=1[N+:11]([O-:13])=[O:12])[C:5]([OH:7])=[O:6].[CH3:14]N(C=O)C.S(Cl)(Cl)=O. The catalyst is C1(C)C=CC=CC=1.